The task is: Predict the reactants needed to synthesize the given product.. This data is from Full USPTO retrosynthesis dataset with 1.9M reactions from patents (1976-2016). (1) Given the product [Cl:16][C:17]1[CH:18]=[C:19]([CH:22]=[CH:23][C:24]=1[Cl:25])[CH2:20][NH:21][C:10]([C:9]1[CH:8]=[C:7]([C:1]2[CH:2]=[CH:3][CH:4]=[CH:5][CH:6]=2)[CH:15]=[CH:14][CH:13]=1)=[O:12], predict the reactants needed to synthesize it. The reactants are: [C:1]1([C:7]2[CH:8]=[C:9]([CH:13]=[CH:14][CH:15]=2)[C:10]([OH:12])=O)[CH:6]=[CH:5][CH:4]=[CH:3][CH:2]=1.[Cl:16][C:17]1[CH:18]=[C:19]([CH:22]=[CH:23][C:24]=1[Cl:25])[CH2:20][NH2:21]. (2) Given the product [C:33]([O:32][C:31](=[O:37])[NH:30][C@H:26]1[CH2:27][CH2:28][CH2:29][N:24]([C:21]2[CH:20]=[CH:19][C:18]([NH:17][C:5]3[C:4]4[C:9](=[CH:10][CH:11]=[C:2]([C:43]5[CH:42]=[C:41]([F:54])[C:40]([OH:55])=[C:39]([Cl:38])[CH:44]=5)[N:3]=4)[N:8]=[CH:7][C:6]=3[C:12]([CH:14]3[CH2:15][CH2:16]3)=[O:13])=[CH:23][N:22]=2)[CH2:25]1)([CH3:36])([CH3:34])[CH3:35], predict the reactants needed to synthesize it. The reactants are: Cl[C:2]1[N:3]=[C:4]2[C:9](=[CH:10][CH:11]=1)[N:8]=[CH:7][C:6]([C:12]([CH:14]1[CH2:16][CH2:15]1)=[O:13])=[C:5]2[NH:17][C:18]1[CH:19]=[CH:20][C:21]([N:24]2[CH2:29][CH2:28][CH2:27][C@H:26]([NH:30][C:31](=[O:37])[O:32][C:33]([CH3:36])([CH3:35])[CH3:34])[CH2:25]2)=[N:22][CH:23]=1.[Cl:38][C:39]1[CH:44]=[C:43](B2OC(C)(C)C(C)(C)O2)[CH:42]=[C:41]([F:54])[C:40]=1[OH:55]. (3) Given the product [C:1]([O:5][C:6]([N:8]1[CH2:13][CH2:12][N:11]([C:14](=[O:23])[C:15]2[CH:20]=[CH:19][C:18]([N:29]3[C@H:28]([CH2:30][O:31][C:32](=[O:39])[C:33]4[CH:38]=[CH:37][CH:36]=[CH:35][CH:34]=4)[CH2:27][O:26][C:25]3=[O:24])=[CH:17][C:16]=2[F:22])[CH2:10][CH2:9]1)=[O:7])([CH3:4])([CH3:3])[CH3:2], predict the reactants needed to synthesize it. The reactants are: [C:1]([O:5][C:6]([N:8]1[CH2:13][CH2:12][N:11]([C:14](=[O:23])[C:15]2[CH:20]=[CH:19][C:18](Br)=[CH:17][C:16]=2[F:22])[CH2:10][CH2:9]1)=[O:7])([CH3:4])([CH3:3])[CH3:2].[O:24]=[C:25]1[NH:29][C@H:28]([CH2:30][O:31][C:32](=[O:39])[C:33]2[CH:38]=[CH:37][CH:36]=[CH:35][CH:34]=2)[CH2:27][O:26]1.